From a dataset of Reaction yield outcomes from USPTO patents with 853,638 reactions. Predict the reaction yield, written as a fraction of the theoretical maximum amount of product (1.0 means a 100% yield; for example, 0.34 means a 34% yield). (1) The product is [NH2:2][C:11]1[C:10]([N+:15]([O-:17])=[O:16])=[CH:9][C:5]([C:6]([OH:8])=[O:7])=[C:4]([F:3])[C:12]=1[F:13]. The yield is 0.950. The reactants are [OH-].[NH4+:2].[F:3][C:4]1[C:12]([F:13])=[C:11](F)[C:10]([N+:15]([O-:17])=[O:16])=[CH:9][C:5]=1[C:6]([OH:8])=[O:7].Cl. The catalyst is O. (2) The reactants are B.C1C[O:5]CC1.[CH3:7][O:8][CH2:9][O:10][C@@H:11]1[CH2:28][CH2:27][C@@:26]2([CH3:29])[C@@H:13]([CH2:14][CH2:15][C@@H:16]3[C@@H:25]2[CH2:24][CH2:23][C@@:21]2([CH3:22])[C@H:17]3[CH2:18][CH2:19][C:20]2=[CH2:30])[CH2:12]1.[OH-].[Na+].OO. The catalyst is C1COCC1. The product is [CH3:7][O:8][CH2:9][O:10][C@@H:11]1[CH2:28][CH2:27][C@@:26]2([CH3:29])[C@@H:13]([CH2:14][CH2:15][C@@H:16]3[C@@H:25]2[CH2:24][CH2:23][C@@:21]2([CH3:22])[C@H:17]3[CH2:18][CH2:19][C@@H:20]2[CH2:30][OH:5])[CH2:12]1. The yield is 0.860. (3) The reactants are [CH:1]([C:3]1[C:4]([O:14][CH2:15][C:16]2[CH:39]=[CH:38][C:19]([O:20][CH2:21][C:22]3[N:23]=[C:24]([C:28]4[S:32][C:31]([C:33]([O:35][CH2:36][CH3:37])=[O:34])=[CH:30][CH:29]=4)[O:25][C:26]=3[CH3:27])=[C:18]([O:40][CH3:41])[CH:17]=2)=[N:5][N:6]([C:8]2[CH:13]=[CH:12][CH:11]=[CH:10][CH:9]=2)[CH:7]=1)=O.[CH2:42]([P:51](=[O:58])([O:55][CH2:56][CH3:57])[O:52][CH2:53][CH3:54])P(=O)(OCC)OCC.CN(C)C=O.[H-].[Na+]. The catalyst is O. The product is [CH2:56]([O:55][P:51](/[CH:42]=[CH:1]/[C:3]1[C:4]([O:14][CH2:15][C:16]2[CH:39]=[CH:38][C:19]([O:20][CH2:21][C:22]3[N:23]=[C:24]([C:28]4[S:32][C:31]([C:33]([O:35][CH2:36][CH3:37])=[O:34])=[CH:30][CH:29]=4)[O:25][C:26]=3[CH3:27])=[C:18]([O:40][CH3:41])[CH:17]=2)=[N:5][N:6]([C:8]2[CH:9]=[CH:10][CH:11]=[CH:12][CH:13]=2)[CH:7]=1)([O:52][CH2:53][CH3:54])=[O:58])[CH3:57]. The yield is 0.650. (4) The reactants are [CH3:1][O:2][C:3]([C:5]1([C:8]2[CH:13]=[CH:12][C:11]([C:14]3[CH:19]=[CH:18][C:17]([C:20]4[CH:21]=[N:22][N:23]([CH3:26])[C:24]=4[NH2:25])=[CH:16][CH:15]=3)=[CH:10][CH:9]=2)[CH2:7][CH2:6]1)=[O:4].[C:27]1([C@@H:33]([CH3:38])[CH2:34][C:35](Cl)=[O:36])[CH:32]=[CH:31][CH:30]=[CH:29][CH:28]=1. The catalyst is CN(C1C=CN=CC=1)C.ClCCl.O. The product is [CH3:1][O:2][C:3]([C:5]1([C:8]2[CH:9]=[CH:10][C:11]([C:14]3[CH:19]=[CH:18][C:17]([C:20]4[CH:21]=[N:22][N:23]([CH3:26])[C:24]=4[NH:25][C:35](=[O:36])[CH2:34][C@@H:33]([C:27]4[CH:32]=[CH:31][CH:30]=[CH:29][CH:28]=4)[CH3:38])=[CH:16][CH:15]=3)=[CH:12][CH:13]=2)[CH2:6][CH2:7]1)=[O:4]. The yield is 0.200.